This data is from Forward reaction prediction with 1.9M reactions from USPTO patents (1976-2016). The task is: Predict the product of the given reaction. (1) Given the reactants [CH3:1][C:2]1(C)NS(=O)(=O)[N:4]([P+](C2C=CC=CC=2)(C2C=CC=CC=2)C2C=CC=CC=2)[CH2:3]1.[F:29][C:30]([F:45])([F:44])[C:31]1[CH:36]=[CH:35][C:34]([C:37]2[CH:42]=[CH:41][CH:40]=[C:39]([OH:43])[CH:38]=2)=[CH:33][CH:32]=1.[CH2:46]1[CH2:50]O[CH2:48][CH2:47]1, predict the reaction product. The product is: [F:29][C:30]([F:44])([F:45])[C:31]1[CH:32]=[CH:33][C:34]([C:37]2[CH:42]=[CH:41][CH:40]=[C:39]([O:43][CH:46]3[CH2:50][CH:3]4[NH:4][CH:48]([CH2:1][CH2:2]4)[CH2:47]3)[CH:38]=2)=[CH:35][CH:36]=1. (2) Given the reactants [F:1][C:2]1([F:43])[CH2:7][CH2:6][C@@H:5]([NH:8][C:9](=[O:22])[C:10]2[CH:15]=[CH:14][C:13]([N:16]3[CH:20]=[CH:19][C:18]([CH3:21])=[N:17]3)=[CH:12][CH:11]=2)[C@@H:4]([C:23]([N:25]2[C:37]3[C:36]4[CH:35]=[CH:34][CH:33]=[CH:32][C:31]=4[N:30]=[C:29]([C:38]4[NH:39][CH:40]=[CH:41][N:42]=4)[C:28]=3[CH2:27][CH2:26]2)=[O:24])[CH2:3]1.[ClH:44], predict the reaction product. The product is: [ClH:44].[F:43][C:2]1([F:1])[CH2:7][CH2:6][C@@H:5]([NH:8][C:9](=[O:22])[C:10]2[CH:15]=[CH:14][C:13]([N:16]3[CH:20]=[CH:19][C:18]([CH3:21])=[N:17]3)=[CH:12][CH:11]=2)[C@@H:4]([C:23]([N:25]2[C:37]3[C:36]4[CH:35]=[CH:34][CH:33]=[CH:32][C:31]=4[N:30]=[C:29]([C:38]4[NH:39][CH:40]=[CH:41][N:42]=4)[C:28]=3[CH2:27][CH2:26]2)=[O:24])[CH2:3]1. (3) Given the reactants C(N(CC)CC)C.[F:8][C:9]1[CH:10]=[C:11]([S:16][C:17]2[N:18]=[C:19]3[C:25]([NH:26][C:27](=[O:54])[C:28]4[CH:33]=[CH:32][C:31]([N:34]5[CH2:39][CH2:38][N:37]([CH3:40])[CH2:36][CH2:35]5)=[CH:30][C:29]=4[N:41]([CH:48]4[CH2:53][CH2:52][O:51][CH2:50][CH2:49]4)C(=O)C(F)(F)F)=[N:24][N:23](C(=O)C4C=CC(N5CCN(C)CC5)=CC=4N(C4CCOCC4)C(=O)C(F)(F)F)[C:20]3=[N:21][CH:22]=2)[CH:12]=[C:13]([F:15])[CH:14]=1, predict the reaction product. The product is: [F:8][C:9]1[CH:10]=[C:11]([S:16][C:17]2[N:18]=[C:19]3[C:25]([NH:26][C:27](=[O:54])[C:28]4[CH:33]=[CH:32][C:31]([N:34]5[CH2:35][CH2:36][N:37]([CH3:40])[CH2:38][CH2:39]5)=[CH:30][C:29]=4[NH:41][CH:48]4[CH2:49][CH2:50][O:51][CH2:52][CH2:53]4)=[N:24][NH:23][C:20]3=[N:21][CH:22]=2)[CH:12]=[C:13]([F:15])[CH:14]=1. (4) Given the reactants [Br:1][C:2]1[O:6][C:5]([CH2:7][NH:8][CH2:9][CH:10]([CH3:12])[CH3:11])=[CH:4][CH:3]=1.C(N(CC)C(C)C)(C)C.[Cl:22][C:23]1[CH:28]=[CH:27][CH:26]=[CH:25][C:24]=1[S:29](Cl)(=[O:31])=[O:30].O, predict the reaction product. The product is: [Br:1][C:2]1[O:6][C:5]([CH2:7][N:8]([CH2:9][CH:10]([CH3:12])[CH3:11])[S:29]([C:24]2[CH:25]=[CH:26][CH:27]=[CH:28][C:23]=2[Cl:22])(=[O:31])=[O:30])=[CH:4][CH:3]=1. (5) Given the reactants [NH2:1][C:2]1[CH:10]=[C:9]([O:11][CH3:12])[CH:8]=[C:7]([O:13][CH3:14])[C:3]=1[C:4]([NH2:6])=[O:5].N1[CH:20]=[CH:19][CH:18]=[CH:17][CH:16]=1, predict the reaction product. The product is: [CH3:14][O:13][C:7]1[CH:8]=[C:9]([O:11][CH3:12])[CH:10]=[C:2]2[C:3]=1[C:4](=[O:5])[NH:6][C:16]([C:17]1[CH:2]=[C:3]([CH3:4])[C:7]([O:13][CH3:14])=[C:19]([CH3:20])[CH:18]=1)=[N:1]2. (6) Given the reactants [F:1][C:2]1[CH:3]=[C:4]([C:13]([NH:15][C:16]2[CH:21]=[CH:20][C:19]([CH2:22][CH:23]([CH3:29])[C:24]([O:26]CC)=[O:25])=[CH:18][CH:17]=2)=[O:14])[C:5]2[O:9][C:8]([CH3:11])([CH3:10])[CH2:7][C:6]=2[CH:12]=1.CO.[OH-].[Li+].Cl, predict the reaction product. The product is: [F:1][C:2]1[CH:3]=[C:4]([C:13]([NH:15][C:16]2[CH:21]=[CH:20][C:19]([CH2:22][CH:23]([CH3:29])[C:24]([OH:26])=[O:25])=[CH:18][CH:17]=2)=[O:14])[C:5]2[O:9][C:8]([CH3:10])([CH3:11])[CH2:7][C:6]=2[CH:12]=1. (7) Given the reactants C(O[C:4](=[O:15])[CH:5]([C:9]1[CH:10]=[N:11][CH:12]=[CH:13][CH:14]=1)[C:6](=O)[CH3:7])C.[NH:16]([C:18]1[CH:23]=[CH:22][CH:21]=[CH:20][N:19]=1)[NH2:17].CC[O-].[Na+].Cl, predict the reaction product. The product is: [CH3:7][C:6]1[NH:17][N:16]([C:18]2[CH:23]=[CH:22][CH:21]=[CH:20][N:19]=2)[C:4](=[O:15])[C:5]=1[C:9]1[CH:10]=[N:11][CH:12]=[CH:13][CH:14]=1.